Dataset: Catalyst prediction with 721,799 reactions and 888 catalyst types from USPTO. Task: Predict which catalyst facilitates the given reaction. (1) Product: [NH2:31][CH:28]([C:23]1[C:22]([F:39])=[C:21]([C:19]([C:16]2[CH:15]=[CH:14][C:13]([OH:12])=[CH:18][CH:17]=2)=[O:20])[C:26]([Cl:27])=[CH:25][CH:24]=1)[CH2:29][CH3:30]. The catalyst class is: 4. Reactant: B(Cl)(Cl)Cl.C([O:12][C:13]1[CH:18]=[CH:17][C:16]([C:19]([C:21]2[C:22]([F:39])=[C:23]([C@H:28]([NH:31]C(=O)OC(C)(C)C)[CH2:29][CH3:30])[CH:24]=[CH:25][C:26]=2[Cl:27])=[O:20])=[CH:15][CH:14]=1)C1C=CC=CC=1.C(=O)(O)[O-].[Na+]. (2) Reactant: [C:1]([C:5]1[CH:9]=[C:8]([NH:10][C:11]([NH:13][C:14]2[CH:19]=[CH:18][C:17]([O:20][C:21]3[CH:26]=[CH:25][N:24]=[C:23](C)[CH:22]=3)=[CH:16][C:15]=2F)=[O:12])[N:7]([C:29]2[CH:34]=[CH:33][C:32]([NH:35][C:36](=O)[CH2:37][O:38][CH3:39])=[CH:31][CH:30]=2)[N:6]=1)([CH3:4])([CH3:3])[CH3:2].B.CSC. Product: [C:1]([C:5]1[CH:9]=[C:8]([NH:10][C:11]([NH:13][C:14]2[CH:15]=[CH:16][C:17]([O:20][C:21]3[CH:26]=[CH:25][N:24]=[CH:23][CH:22]=3)=[CH:18][CH:19]=2)=[O:12])[N:7]([C:29]2[CH:30]=[CH:31][C:32]([NH:35][CH2:36][CH2:37][O:38][CH3:39])=[CH:33][CH:34]=2)[N:6]=1)([CH3:4])([CH3:2])[CH3:3]. The catalyst class is: 1. (3) Reactant: [NH:1]1[CH2:6][CH2:5][O:4][C@H:3]([CH2:7][NH:8][C:9]2[C:18]3[C:13](=[N:14][CH:15]=[CH:16][N:17]=3)[CH:12]=[C:11]([C:19]3[CH:24]=[CH:23][C:22]([N:25]4[CH2:30][CH2:29][O:28][CH2:27][CH2:26]4)=[CH:21][CH:20]=3)[N:10]=2)[CH2:2]1.Br[C:32]1[N:37]=[CH:36][CH:35]=[CH:34][N:33]=1.C(=O)([O-])[O-].[Cs+].[Cs+]. Product: [O:28]1[CH2:29][CH2:30][N:25]([C:22]2[CH:21]=[CH:20][C:19]([C:11]3[N:10]=[C:9]([NH:8][CH2:7][C@H:3]4[O:4][CH2:5][CH2:6][N:1]([C:32]5[N:37]=[CH:36][CH:35]=[CH:34][N:33]=5)[CH2:2]4)[C:18]4[C:13](=[N:14][CH:15]=[CH:16][N:17]=4)[CH:12]=3)=[CH:24][CH:23]=2)[CH2:26][CH2:27]1. The catalyst class is: 3. (4) Reactant: [CH2:1]1[C:4]2([CH2:8][CH2:7][NH:6][CH2:5]2)[CH2:3][N:2]1[C:9]([O:11][C:12]([CH3:15])([CH3:14])[CH3:13])=[O:10].CCN(CC)CC.Cl[C:24]([O:26][CH3:27])=[O:25]. Product: [CH2:1]1[C:4]2([CH2:8][CH2:7][N:6]([C:24]([O:26][CH3:27])=[O:25])[CH2:5]2)[CH2:3][N:2]1[C:9]([O:11][C:12]([CH3:15])([CH3:14])[CH3:13])=[O:10]. The catalyst class is: 91. (5) Reactant: [CH3:1][N:2]1[CH2:7][CH2:6][CH2:5][CH2:4][C@H:3]1[C:8]([OH:10])=O.[F:11][C:12]1[CH:13]=[CH:14][C:15]([NH:18][NH2:19])=[N:16][CH:17]=1.CN(C(ON1N=NC2C=CC=NC1=2)=[N+](C)C)C.F[P-](F)(F)(F)(F)F.CCN(C(C)C)C(C)C. The catalyst class is: 2. Product: [F:11][C:12]1[CH:13]=[CH:14][C:15]([NH:18][NH:19][C:8]([C@@H:3]2[CH2:4][CH2:5][CH2:6][CH2:7][N:2]2[CH3:1])=[O:10])=[N:16][CH:17]=1. (6) Reactant: [NH2:1][C:2]1[C:3](=[O:16])[N:4]([CH2:12][C:13]([OH:15])=[O:14])[C:5]2[C:10]([CH:11]=1)=[CH:9][CH:8]=[CH:7][CH:6]=2.[C:17]1([S:23](Cl)(=[O:25])=[O:24])[CH:22]=[CH:21][CH:20]=[CH:19][CH:18]=1. Product: [C:17]1([S:23]([NH:1][C:2]2[C:3](=[O:16])[N:4]([CH2:12][C:13]([OH:15])=[O:14])[C:5]3[C:10]([CH:11]=2)=[CH:9][CH:8]=[CH:7][CH:6]=3)(=[O:25])=[O:24])[CH:22]=[CH:21][CH:20]=[CH:19][CH:18]=1. The catalyst class is: 17. (7) Reactant: C(=O)([O-])[O-].[K+].[K+].[NH:7]1[CH:11]=[CH:10][N:9]=[CH:8]1.CN(C=O)C.F[C:18]1[CH:25]=[CH:24][C:21]([CH:22]=[O:23])=[CH:20][C:19]=1[O:26][CH3:27]. Product: [N:7]1([C:18]2[CH:25]=[CH:24][C:21]([CH:22]=[O:23])=[CH:20][C:19]=2[O:26][CH3:27])[CH:11]=[CH:10][N:9]=[CH:8]1. The catalyst class is: 84.